From a dataset of Forward reaction prediction with 1.9M reactions from USPTO patents (1976-2016). Predict the product of the given reaction. (1) Given the reactants [C:1]([O:5][C:6]([N:8]1[CH2:13][CH2:12][N:11]2[C:14]([CH2:18][CH3:19])=[N:15][C:16](I)=[C:10]2[CH:9]1[CH2:20][CH2:21][C:22]1[CH:27]=[CH:26][C:25]([Br:28])=[CH:24][CH:23]=1)=[O:7])([CH3:4])([CH3:3])[CH3:2].C([Mg]Br)C.II, predict the reaction product. The product is: [C:1]([O:5][C:6]([N:8]1[CH2:13][CH2:12][N:11]2[C:14]([CH2:18][CH3:19])=[N:15][CH:16]=[C:10]2[CH:9]1[CH2:20][CH2:21][C:22]1[CH:23]=[CH:24][C:25]([Br:28])=[CH:26][CH:27]=1)=[O:7])([CH3:2])([CH3:3])[CH3:4]. (2) Given the reactants [Cl:1][C:2]1[CH:10]=[CH:9][C:5]([C:6]([OH:8])=O)=[CH:4][N:3]=1.Cl.C(N=C=NCCCN(C)C)C.[Cl:23][C:24]1[C:25]([CH2:34][N:35]2[CH:39]=[CH:38][C:37]([NH2:40])=[N:36]2)=[N:26][CH:27]=[C:28]([C:30]([F:33])([F:32])[F:31])[CH:29]=1, predict the reaction product. The product is: [Cl:1][C:2]1[CH:10]=[CH:9][C:5]([C:6]([NH:40][C:37]2[CH:38]=[CH:39][N:35]([CH2:34][C:25]3[C:24]([Cl:23])=[CH:29][C:28]([C:30]([F:33])([F:32])[F:31])=[CH:27][N:26]=3)[N:36]=2)=[O:8])=[CH:4][N:3]=1. (3) Given the reactants [F:1][C:2]1[CH:7]=[CH:6][C:5]([CH:8]([OH:12])[CH:9]([CH3:11])[CH3:10])=[CH:4][CH:3]=1.CC(C)=O.OS(O)(=O)=O.O=[Cr](=O)=O, predict the reaction product. The product is: [F:1][C:2]1[CH:3]=[CH:4][C:5]([C:8](=[O:12])[CH:9]([CH3:10])[CH3:11])=[CH:6][CH:7]=1. (4) Given the reactants [C:1]([O:5][C:6]([NH:8][C@H:9]([C:30]([O:32][CH3:33])=[O:31])[CH2:10][C:11]1[CH:16]=[CH:15][C:14](OCCC2C=CC3CCCNC=3N=2)=[CH:13][N:12]=1)=[O:7])([CH3:4])([CH3:3])[CH3:2].[Br:34]CCBr.Cl[Si](C)(C)C.N(C(OC(C)(C)C)=O)[C@H](C(OC)=O)CI.BrC1C=CC(Br)=CN=1, predict the reaction product. The product is: [Br:34][C:14]1[CH:15]=[CH:16][C:11]([CH2:10][C@@H:9]([C:30]([O:32][CH3:33])=[O:31])[NH:8][C:6]([O:5][C:1]([CH3:4])([CH3:3])[CH3:2])=[O:7])=[N:12][CH:13]=1. (5) Given the reactants [CH3:1][CH2:2][CH2:3][CH2:4][CH2:5][CH3:6].[CH3:7][CH:8]([OH:10])[CH3:9], predict the reaction product. The product is: [CH3:7][C@:8]1([C:3]2[CH:2]=[CH:1][C:4]3[C:5](=[CH:6][CH:1]=[CH:2][CH:3]=3)[CH:4]=2)[CH2:9][O:10]1. (6) Given the reactants [S:1]1[C:5]([CH2:6][O:7][C:8]([NH:10][C@@H:11]([CH2:33][C:34]2[CH:39]=[CH:38][CH:37]=[CH:36][CH:35]=2)[CH2:12][NH:13][CH2:14][C@@H:15]([NH:23][C:24]([O:26][CH2:27][C:28]2[S:32][CH:31]=[N:30][CH:29]=2)=[O:25])[CH2:16][C:17]2[CH:22]=[CH:21][CH:20]=[CH:19][CH:18]=2)=[O:9])=[CH:4][N:3]=[CH:2]1.[C:40](=O)([O:51][CH2:52][C:53]1[S:57][CH:56]=[N:55][CH:54]=1)[O:41]C1C=CC([N+]([O-])=O)=CC=1.C(N(CC)CC)C, predict the reaction product. The product is: [S:57]1[C:53]([CH2:52][O:51][C:40]([N:13]([CH2:14][C@@H:15]([NH:23][C:24]([O:26][CH2:27][C:28]2[S:32][CH:31]=[N:30][CH:29]=2)=[O:25])[CH2:16][C:17]2[CH:18]=[CH:19][CH:20]=[CH:21][CH:22]=2)[CH2:12][C@@H:11]([NH:10][C:8]([O:7][CH2:6][C:5]2[S:1][CH:2]=[N:3][CH:4]=2)=[O:9])[CH2:33][C:34]2[CH:39]=[CH:38][CH:37]=[CH:36][CH:35]=2)=[O:41])=[CH:54][N:55]=[CH:56]1. (7) Given the reactants O.NN.[CH3:4][C:5]1[C@@H:22]([O:23]C(C)=O)[CH2:21][C@:17]2([OH:27])[C:18]([CH3:20])([CH3:19])[C:6]=1[C@@H:7]([O:45]C(C)=O)[C:8]([C@@:10]1([CH3:44])[C@H:15]([C@@H:16]2[O:28][C:29]([C:31]2[CH:36]=[CH:35][CH:34]=[CH:33][CH:32]=2)=[O:30])[C@:14]2([O:39][C:40]([CH3:42])=[O:41])[CH2:37][O:38][C@@H:13]2[CH2:12][C@@H:11]1[OH:43])=[O:9].C(OCC)(=O)C, predict the reaction product. The product is: [CH3:4][C:5]1[C@@H:22]([OH:23])[CH2:21][C@:17]2([OH:27])[C:18]([CH3:19])([CH3:20])[C:6]=1[C@@H:7]([OH:45])[C:8]([C@@:10]1([CH3:44])[C@H:15]([C@@H:16]2[O:28][C:29]([C:31]2[CH:32]=[CH:33][CH:34]=[CH:35][CH:36]=2)=[O:30])[C@:14]2([O:39][C:40]([CH3:42])=[O:41])[CH2:37][O:38][C@@H:13]2[CH2:12][C@@H:11]1[OH:43])=[O:9].